This data is from Catalyst prediction with 721,799 reactions and 888 catalyst types from USPTO. The task is: Predict which catalyst facilitates the given reaction. (1) Reactant: [Cl:1][C:2]1[C:7]([CH3:8])=[C:6]([Cl:9])[N:5]=[CH:4][C:3]=1[CH2:10][N:11]([C:15]1[C:20]([F:21])=[C:19]([O:22][CH3:23])[CH:18]=[C:17]([O:24][CH3:25])[C:16]=1[F:26])[C:12](Cl)=[O:13].CN.[CH:29]([N:32](CC)C(C)C)(C)C. Product: [Cl:1][C:2]1[C:7]([CH3:8])=[C:6]([Cl:9])[N:5]=[CH:4][C:3]=1[CH2:10][N:11]([C:15]1[C:16]([F:26])=[C:17]([O:24][CH3:25])[CH:18]=[C:19]([O:22][CH3:23])[C:20]=1[F:21])[C:12]([NH:32][CH3:29])=[O:13]. The catalyst class is: 2. (2) Reactant: [CH3:1][N:2]([CH3:18])[C:3]1[C:8]([CH3:9])=[CH:7][N:6]=[C:5]([NH:10][C@@H:11]2[CH2:16][CH2:15][C@H:14]([NH2:17])[CH2:13][CH2:12]2)[N:4]=1.[Br:19][CH2:20][C:21](Br)=[O:22].CCN(C(C)C)C(C)C. Product: [CH3:18][N:2]([CH3:1])[C:3]1[C:8]([CH3:9])=[CH:7][N:6]=[C:5]([NH:10][C@@H:11]2[CH2:16][CH2:15][C@H:14]([NH:17][C:21](=[O:22])[CH2:20][Br:19])[CH2:13][CH2:12]2)[N:4]=1. The catalyst class is: 2. (3) Reactant: [CH2:1]([O:8][C:9]([N:11]1[CH2:15][CH:14]([O:16][CH3:17])[C:13]([CH3:21])(C(O)=O)[CH2:12]1)=[O:10])[C:2]1[CH:7]=[CH:6][CH:5]=[CH:4][CH:3]=1.C([N:24](CC)CC)C.C1(P(N=[N+]=[N-])(C2C=CC=CC=2)=O)C=CC=CC=1.[C:46](O[C:46]([O:48][C:49]([CH3:52])([CH3:51])[CH3:50])=[O:47])([O:48][C:49]([CH3:52])([CH3:51])[CH3:50])=[O:47]. Product: [CH2:1]([O:8][C:9]([N:11]1[CH2:15][CH:14]([O:16][CH3:17])[C:13]([NH:24][C:46]([O:48][C:49]([CH3:52])([CH3:51])[CH3:50])=[O:47])([CH3:21])[CH2:12]1)=[O:10])[C:2]1[CH:3]=[CH:4][CH:5]=[CH:6][CH:7]=1. The catalyst class is: 11. (4) The catalyst class is: 23. Product: [Cl:1][C:2]1[C:3]([N:38]2[CH2:39][CH2:40][N:35]([C:30]3[CH:31]=[CH:32][CH:33]=[CH:34][N:29]=3)[CH2:36][CH2:37]2)=[C:4]([F:27])[CH:5]=[C:6]2[C:11]=1[N:10]([C:12]1[CH:13]=[CH:14][C:15]([CH2:18][CH2:19][N:20]([CH3:21])[CH3:22])=[CH:16][CH:17]=1)[CH:9]=[C:8]([C:23]([OH:25])=[O:24])[C:7]2=[O:26]. Reactant: [Cl:1][C:2]1[C:3](F)=[C:4]([F:27])[CH:5]=[C:6]2[C:11]=1[N:10]([C:12]1[CH:17]=[CH:16][C:15]([CH2:18][CH2:19][N:20]([CH3:22])[CH3:21])=[CH:14][CH:13]=1)[CH:9]=[C:8]([C:23]([OH:25])=[O:24])[C:7]2=[O:26].[N:29]1[CH:34]=[CH:33][CH:32]=[CH:31][C:30]=1[N:35]1[CH2:40][CH2:39][NH:38][CH2:37][CH2:36]1.C1N2CCN(CC2)C1. (5) Reactant: [NH2:1][CH2:2][C:3]1[CH:8]=[CH:7][C:6]([CH:9]2[N:12]([C:13]3[CH:18]=[CH:17][C:16]([F:19])=[CH:15][CH:14]=3)[C:11](=[O:20])[CH:10]2[CH2:21][CH2:22][CH:23]([C:25]2[CH:30]=[CH:29][C:28]([F:31])=[CH:27][CH:26]=2)[OH:24])=[CH:5][CH:4]=1.[F:32][C:33]([F:38])([F:37])[C:34]([OH:36])=[O:35].[CH2:39]([C:43]1([CH2:77][CH3:78])[CH2:49][S:48](=[O:51])(=[O:50])[C:47]2[CH:52]=[CH:53][C:54]([N:56]([CH3:58])[CH3:57])=[CH:55][C:46]=2[CH:45]([C:59]2[CH:60]=[C:61]([NH:65][CH2:66][CH2:67][O:68][CH2:69][CH2:70][O:71][CH2:72][C:73](O)=[O:74])[CH:62]=[CH:63][CH:64]=2)[CH:44]1[OH:76])[CH2:40][CH2:41][CH3:42].C(N=C=NC(C)C)(C)C.OC1C2N=NNC=2C=CC=1. Product: [F:32][C:33]([F:38])([F:37])[C:34]([O-:36])=[O:35].[CH2:39]([C:43]1([CH2:77][CH3:78])[CH2:49][S:48](=[O:51])(=[O:50])[C:47]2[CH:52]=[CH:53][C:54]([NH+:56]([CH3:58])[CH3:57])=[CH:55][C:46]=2[CH:45]([C:59]2[CH:64]=[CH:63][CH:62]=[C:61]([NH:65][CH2:66][CH2:67][O:68][CH2:69][CH2:70][O:71][CH2:72][C:73](=[O:74])[NH:1][CH2:2][C:3]3[CH:8]=[CH:7][C:6]([CH:9]4[CH:10]([CH2:21][CH2:22][CH:23]([C:25]5[CH:26]=[CH:27][C:28]([F:31])=[CH:29][CH:30]=5)[OH:24])[C:11](=[O:20])[N:12]4[C:13]4[CH:14]=[CH:15][C:16]([F:19])=[CH:17][CH:18]=4)=[CH:5][CH:4]=3)[CH:60]=2)[CH:44]1[OH:76])[CH2:40][CH2:41][CH3:42]. The catalyst class is: 289.